Dataset: Forward reaction prediction with 1.9M reactions from USPTO patents (1976-2016). Task: Predict the product of the given reaction. The product is: [CH3:21][S:20][C:16]1[N:15]=[C:14]([C:13]2[C:5]([CH:4]=[O:3])=[N:6][N:7]3[CH:12]=[CH:11][CH:10]=[CH:9][C:8]=23)[CH:19]=[CH:18][N:17]=1. Given the reactants C([O:3][CH:4](OCC)[C:5]1[C:13]([C:14]2[CH:19]=[CH:18][N:17]=[C:16]([S:20][CH3:21])[N:15]=2)=[C:8]2[CH:9]=[CH:10][CH:11]=[CH:12][N:7]2[N:6]=1)C.Cl, predict the reaction product.